Dataset: Full USPTO retrosynthesis dataset with 1.9M reactions from patents (1976-2016). Task: Predict the reactants needed to synthesize the given product. (1) The reactants are: [CH3:1][O:2][C:3]([C:5]1[CH:32]=[CH:31][C:8]2[NH:9][C:10]([NH:12][CH2:13][CH:14]3[CH2:19][CH2:18][N:17]([CH2:20][C:21]4[C:30]5[C:25](=[CH:26][CH:27]=[CH:28][CH:29]=5)[CH:24]=[CH:23][CH:22]=4)[CH2:16][CH2:15]3)=[N:11][C:7]=2[CH:6]=1)=[O:4].[C:33](O[C:33]([O:35][C:36]([CH3:39])([CH3:38])[CH3:37])=[O:34])([O:35][C:36]([CH3:39])([CH3:38])[CH3:37])=[O:34]. Given the product [CH3:1][O:2][C:3]([C:5]1[CH:32]=[CH:31][C:8]2[N:9]([C:33]([O:35][C:36]([CH3:39])([CH3:38])[CH3:37])=[O:34])[C:10]([NH:12][CH2:13][CH:14]3[CH2:19][CH2:18][N:17]([CH2:20][C:21]4[C:30]5[C:25](=[CH:26][CH:27]=[CH:28][CH:29]=5)[CH:24]=[CH:23][CH:22]=4)[CH2:16][CH2:15]3)=[N:11][C:7]=2[CH:6]=1)=[O:4], predict the reactants needed to synthesize it. (2) Given the product [Cl:25][C:7]1[C:8]2[CH:12]([CH2:13][N+:14]([O-:16])=[O:15])[O:11][B:10]([OH:17])[C:9]=2[C:4]([O:3][CH2:1][CH3:2])=[CH:5][CH:6]=1, predict the reactants needed to synthesize it. The reactants are: [CH2:1]([O:3][C:4]1[C:9]2[B:10]([OH:17])[O:11][CH:12]([CH2:13][N+:14]([O-:16])=[O:15])[C:8]=2[CH:7]=[CH:6][CH:5]=1)[CH3:2].C1C(=O)N([Cl:25])C(=O)C1. (3) Given the product [Cl:1][C:2]1[CH:3]=[C:4]([C:32]2[CH:37]=[CH:36][CH:35]=[CH:34][CH:33]=2)[CH:5]=[CH:6][C:7]=1[CH2:8][N:9]1[C:13]2[CH:14]=[C:15]([O:19][CH2:20][C:21]3[CH:30]=[CH:29][CH:28]=[CH:27][C:22]=3[C:23]([OH:25])=[O:24])[CH:16]=[C:17]([CH3:18])[C:12]=2[N:11]=[C:10]1[CH3:31], predict the reactants needed to synthesize it. The reactants are: [Cl:1][C:2]1[CH:3]=[C:4]([C:32]2[CH:37]=[CH:36][CH:35]=[CH:34][CH:33]=2)[CH:5]=[CH:6][C:7]=1[CH2:8][N:9]1[C:13]2[CH:14]=[C:15]([O:19][CH2:20][C:21]3[CH:30]=[CH:29][CH:28]=[CH:27][C:22]=3[C:23]([O:25]C)=[O:24])[CH:16]=[C:17]([CH3:18])[C:12]=2[N:11]=[C:10]1[CH3:31].[OH-].[Na+]. (4) Given the product [CH2:1]([O:3][C:4](=[O:14])[C:5]([OH:16])([CH2:11][CH2:12][CH3:13])[C:6]([OH:8])=[O:7])[CH3:2], predict the reactants needed to synthesize it. The reactants are: [CH2:1]([O:3][C:4](=[O:14])[CH:5]([CH2:11][CH2:12][CH3:13])[C:6]([O:8]CC)=[O:7])[CH3:2].C(=O)([O-])[O-:16].[Cs+].[Cs+].O. (5) Given the product [C:33]([OH:40])(=[O:39])/[CH:34]=[CH:35]/[C:36]([OH:38])=[O:37].[CH3:1][N:2]([CH2:4][C:5]1[C:13]2[O:12][N:11]=[C:10]([CH2:14][CH2:15][CH:16]3[CH2:17][CH2:18][N:19]([C:22]4[CH:23]=[CH:24][CH:25]=[CH:26][CH:27]=4)[CH2:20][CH2:21]3)[C:9]=2[CH:8]=[CH:7][C:6]=1[O:28][CH2:29][CH:30]1[CH2:31][CH2:32]1)[CH3:3], predict the reactants needed to synthesize it. The reactants are: [CH3:1][N:2]([CH2:4][C:5]1[C:13]2[O:12][N:11]=[C:10]([CH2:14][CH2:15][CH:16]3[CH2:21][CH2:20][N:19]([C:22]4[CH:27]=[CH:26][CH:25]=[CH:24][CH:23]=4)[CH2:18][CH2:17]3)[C:9]=2[CH:8]=[CH:7][C:6]=1[O:28][CH2:29][CH:30]1[CH2:32][CH2:31]1)[CH3:3].[C:33]([OH:40])(=[O:39])/[CH:34]=[CH:35]/[C:36]([OH:38])=[O:37]. (6) Given the product [CH3:18][O:19][CH2:20][CH2:21][O:22][C:2]1[N:3]=[CH:4][C:5]([C:8]([OH:10])=[O:9])=[N:6][CH:7]=1, predict the reactants needed to synthesize it. The reactants are: Cl[C:2]1[N:3]=[CH:4][C:5]([C:8]([O:10]C)=[O:9])=[N:6][CH:7]=1.C(=O)([O-])[O-].[K+].[K+].[CH3:18][O:19][CH2:20][CH2:21][OH:22]. (7) Given the product [CH3:11][C:6]1[C:37](=[O:40])[O:38][CH:8]([C:6]2[CH:7]=[CH:8][CH:9]=[CH:10][CH:11]=2)[C:7]=1[C:19]1[CH:20]=[CH:21][CH:22]=[CH:23][C:24]=1[O:25][CH3:26], predict the reactants needed to synthesize it. The reactants are: COOB([C:6]1[CH:11]=[CH:10][CH:9]=[CH:8][CH:7]=1)O.C1(P(C2CCCCC2)[C:19]2[C:24]([O:25][CH3:26])=[CH:23][C:22](OC)=[CH:21][C:20]=2OC)CCCCC1.[C:37](=[O:40])([O-])[O-:38].[K+].[K+]. (8) Given the product [O:28]=[C:9]1[C:10]2([C:20]3=[CH:21][C:22]4[O:26][CH2:25][O:24][C:23]=4[CH:27]=[C:19]3[O:18][CH2:17]2)[C:11]2[C:16](=[CH:15][CH:14]=[CH:13][CH:12]=2)[N:8]1[CH2:7][C:5]1[S:6][C:2]([C:29]#[N:30])=[CH:3][CH:4]=1, predict the reactants needed to synthesize it. The reactants are: Br[C:2]1[S:6][C:5]([CH2:7][N:8]2[C:16]3[C:11](=[CH:12][CH:13]=[CH:14][CH:15]=3)[C:10]3([C:20]4=[CH:21][C:22]5[O:26][CH2:25][O:24][C:23]=5[CH:27]=[C:19]4[O:18][CH2:17]3)[C:9]2=[O:28])=[CH:4][CH:3]=1.[CH3:29][N:30](C)C=O. (9) Given the product [CH3:33][O:34][CH2:35][C:36]([O:20][CH2:19][C@H:17]1[O:16][N:15]=[C:14]([C:11]2[CH:12]=[CH:13][C:8]([C:7]3[CH:6]=[CH:5][C:4]([N:21]4[CH2:25][C@H:24]([CH2:26][N:27]5[CH:31]=[CH:30][N:29]=[N:28]5)[O:23][C:22]4=[O:32])=[CH:3][C:2]=3[F:1])=[CH:9][N:10]=2)[CH2:18]1)=[O:37], predict the reactants needed to synthesize it. The reactants are: [F:1][C:2]1[CH:3]=[C:4]([N:21]2[CH2:25][C@H:24]([CH2:26][N:27]3[CH:31]=[CH:30][N:29]=[N:28]3)[O:23][C:22]2=[O:32])[CH:5]=[CH:6][C:7]=1[C:8]1[CH:9]=[N:10][C:11]([C:14]2[CH2:18][C@@H:17]([CH2:19][OH:20])[O:16][N:15]=2)=[CH:12][CH:13]=1.[CH3:33][O:34][CH2:35][C:36](O)=[O:37].Cl.CN(C)CCCN=C=NCC. (10) Given the product [Br:1][C:2]1[CH:3]=[C:4]2[C:8](=[CH:9][CH:10]=1)[NH:7][CH:6]=[C:5]2[C:11]#[N:20], predict the reactants needed to synthesize it. The reactants are: [Br:1][C:2]1[CH:3]=[C:4]2[C:8](=[CH:9][CH:10]=1)[NH:7][CH:6]=[C:5]2[CH:11]=O.P([O-])([O-])(O)=O.[NH4+].[NH4+].[N+:20](CCC)([O-])=O.